From a dataset of Catalyst prediction with 721,799 reactions and 888 catalyst types from USPTO. Predict which catalyst facilitates the given reaction. (1) Reactant: CCC(C)[BH-](C(C)CC)C(C)CC.[K+].[CH3:15][C@:16]12[CH2:40][C:39](=[O:41])[CH2:38][CH2:37][C@:36]1([CH3:42])[C:35]1[CH2:34][CH2:33][C@@:32]3([CH3:43])[C@@H:20]([CH2:21][CH2:22][C@@H:23]3[C@H:24]([CH3:31])[CH2:25][CH2:26][CH2:27][CH:28]([CH3:30])[CH3:29])[C:19]=1[CH2:18][CH2:17]2.[Cl-].[NH4+]. Product: [CH3:15][C@@:16]12[CH2:40][C@@H:39]([OH:41])[CH2:38][CH2:37][C@:36]1([CH3:42])[C:35]1[CH2:34][CH2:33][C@@:32]3([CH3:43])[C@@H:20]([CH2:21][CH2:22][C@@H:23]3[C@H:24]([CH3:31])[CH2:25][CH2:26][CH2:27][CH:28]([CH3:30])[CH3:29])[C:19]=1[CH2:18][CH2:17]2. The catalyst class is: 7. (2) Reactant: [Cl:1][C:2]1[N:7]=[CH:6][C:5]([CH2:8][OH:9])=[CH:4][CH:3]=1.C(OC(O[C:13]([CH3:16])([CH3:15])[CH3:14])=O)(O[C:13]([CH3:16])([CH3:15])[CH3:14])=O.Cl([O-])(=O)(=O)=O.[Mg+2].Cl([O-])(=O)(=O)=O. Product: [C:13]([O:9][CH2:8][C:5]1[CH:4]=[CH:3][C:2]([Cl:1])=[N:7][CH:6]=1)([CH3:16])([CH3:15])[CH3:14]. The catalyst class is: 2. (3) Reactant: [CH3:1][O:2][C:3](=[O:20])[C:4]1[CH:9]=[CH:8][C:7]([CH2:10][C:11]([C:13]2[CH:18]=[CH:17][C:16]([F:19])=[CH:15][CH:14]=2)=[O:12])=[CH:6][CH:5]=1.[H-].[Na+].[CH2:23](Br)[CH:24]=[CH:25][C:26]1[CH:31]=[CH:30][CH:29]=[CH:28][CH:27]=1.C([O-])(=O)C.[NH4+]. Product: [F:19][C:16]1[CH:15]=[CH:14][C:13]([C:11]([CH:10]([C:7]2[CH:6]=[CH:5][C:4]([C:3]([O:2][CH3:1])=[O:20])=[CH:9][CH:8]=2)[CH2:23]/[CH:24]=[CH:25]/[C:26]2[CH:31]=[CH:30][CH:29]=[CH:28][CH:27]=2)=[O:12])=[CH:18][CH:17]=1. The catalyst class is: 3.